This data is from Forward reaction prediction with 1.9M reactions from USPTO patents (1976-2016). The task is: Predict the product of the given reaction. (1) Given the reactants C1C=CC(P(C2C=CC=CC=2)C2C=CC=CC=2)=CC=1.N1C=CN=C1.[I:25]I.[CH2:27](O)[CH2:28]/[CH:29]=[CH:30]/[CH2:31][CH2:32][CH2:33][CH3:34], predict the reaction product. The product is: [I:25][CH2:27][CH2:28]/[CH:29]=[CH:30]/[CH2:31][CH2:32][CH2:33][CH3:34]. (2) Given the reactants Cl.[C:2]1(=[O:12])[C:6]2([CH2:11][CH2:10][NH:9][CH2:8][CH2:7]2)[CH2:5][CH2:4][NH:3]1.C(N(CC)CC)C.[F:20][C:21]([F:33])([F:32])[C:22]1[CH:27]=[CH:26][C:25]([S:28](Cl)(=[O:30])=[O:29])=[CH:24][CH:23]=1, predict the reaction product. The product is: [F:33][C:21]([F:20])([F:32])[C:22]1[CH:23]=[CH:24][C:25]([S:28]([N:9]2[CH2:10][CH2:11][C:6]3([C:2](=[O:12])[NH:3][CH2:4][CH2:5]3)[CH2:7][CH2:8]2)(=[O:30])=[O:29])=[CH:26][CH:27]=1. (3) Given the reactants N1C=CC=CC=1.Cl.[NH2:8][CH2:9][C:10]1[CH:18]=[CH:17][C:13]([C:14]([OH:16])=[O:15])=[CH:12][C:11]=1[Cl:19].[N:20]([CH:23]1[C:29]2[CH:30]=[CH:31][CH:32]=[CH:33][C:28]=2[CH2:27][CH2:26][C:25]2[CH:34]=[CH:35][CH:36]=[CH:37][C:24]1=2)=[C:21]=[O:22], predict the reaction product. The product is: [Cl:19][C:11]1[CH:12]=[C:13]([CH:17]=[CH:18][C:10]=1[CH2:9][NH:8][C:21]([NH:20][CH:23]1[C:24]2[CH:37]=[CH:36][CH:35]=[CH:34][C:25]=2[CH2:26][CH2:27][C:28]2[CH:33]=[CH:32][CH:31]=[CH:30][C:29]1=2)=[O:22])[C:14]([OH:16])=[O:15]. (4) Given the reactants [C:1]([C:3]1[CH:4]=[N:5][N:6]2[C:11]([C:12]([F:15])([F:14])[F:13])=[CH:10][C:9]([C:16]3[CH:21]=[CH:20][C:19]([C:22]([F:25])([F:24])[F:23])=[CH:18][CH:17]=3)=[N:8][C:7]=12)#[CH:2].[OH:26][CH2:27][C:28]([NH:31][S:32]([C:35]1[S:39][C:38](Cl)=[N:37][CH:36]=1)(=[O:34])=[O:33])([CH3:30])[CH3:29], predict the reaction product. The product is: [OH:26][CH2:27][C:28]([NH:31][S:32]([C:35]1[S:39][C:38]([C:2]#[C:1][C:3]2[CH:4]=[N:5][N:6]3[C:11]([C:12]([F:14])([F:13])[F:15])=[CH:10][C:9]([C:16]4[CH:21]=[CH:20][C:19]([C:22]([F:25])([F:24])[F:23])=[CH:18][CH:17]=4)=[N:8][C:7]=23)=[N:37][CH:36]=1)(=[O:34])=[O:33])([CH3:30])[CH3:29].